From a dataset of Forward reaction prediction with 1.9M reactions from USPTO patents (1976-2016). Predict the product of the given reaction. (1) Given the reactants [Br:1][C:2]1[CH:7]=[CH:6][C:5]([C:8]([F:11])([F:10])[F:9])=[CH:4][C:3]=1[CH2:12]O.S(Cl)([Cl:16])=O, predict the reaction product. The product is: [Br:1][C:2]1[CH:7]=[CH:6][C:5]([C:8]([F:11])([F:10])[F:9])=[CH:4][C:3]=1[CH2:12][Cl:16]. (2) Given the reactants Cl[C:2]1[C:11]2[C:6](=[CH:7][C:8]([F:13])=[CH:9][C:10]=2[F:12])[N:5]=[C:4]([CH2:14][C:15]2[CH:20]=[CH:19][CH:18]=[C:17]([C:21]([F:24])([F:23])[F:22])[CH:16]=2)[C:3]=1[CH3:25].[CH3:26][C:27]1([CH3:42])[C:31]2=[N:32][CH:33]=[C:34]([N:36]3[CH2:41][CH2:40][O:39][CH2:38][CH2:37]3)[CH:35]=[C:30]2[NH:29][CH2:28]1.CC(C1C=C(C(C)C)C(C2C=CC=CC=2P(C2CCCCC2)C2CCCCC2)=C(C(C)C)C=1)C.CC(C)([O-])C.[Na+], predict the reaction product. The product is: [CH3:26][C:27]1([CH3:42])[C:31]2=[N:32][CH:33]=[C:34]([N:36]3[CH2:41][CH2:40][O:39][CH2:38][CH2:37]3)[CH:35]=[C:30]2[N:29]([C:2]2[C:11]3[C:6](=[CH:7][C:8]([F:13])=[CH:9][C:10]=3[F:12])[N:5]=[C:4]([CH2:14][C:15]3[CH:20]=[CH:19][CH:18]=[C:17]([C:21]([F:24])([F:23])[F:22])[CH:16]=3)[C:3]=2[CH3:25])[CH2:28]1. (3) Given the reactants [Br:1][C:2]1[CH:3]=[C:4]([CH:17]=[C:18]([Cl:20])[CH:19]=1)[O:5][C:6]1[C:7](Cl)=[N:8][CH:9]=[CH:10][C:11]=1[C:12]([F:15])([F:14])[F:13].[OH-:21].[K+], predict the reaction product. The product is: [Br:1][C:2]1[CH:3]=[C:4]([CH:17]=[C:18]([Cl:20])[CH:19]=1)[O:5][C:6]1[C:7](=[O:21])[NH:8][CH:9]=[CH:10][C:11]=1[C:12]([F:15])([F:14])[F:13]. (4) Given the reactants C([O:5][C:6](=[O:33])[C:7]([CH3:32])([O:9][C:10]1[CH:31]=[CH:30][C:13]([C:14]([O:16][CH2:17][C:18]2[N:19]=[N:20][N:21]([CH2:23][C:24]3[CH:29]=[CH:28][CH:27]=[CH:26][CH:25]=3)[CH:22]=2)=[O:15])=[CH:12][CH:11]=1)[CH3:8])(C)(C)C.Cl, predict the reaction product. The product is: [CH2:23]([N:21]1[CH:22]=[C:18]([CH2:17][O:16][C:14]([C:13]2[CH:12]=[CH:11][C:10]([O:9][C:7]([CH3:8])([CH3:32])[C:6]([OH:33])=[O:5])=[CH:31][CH:30]=2)=[O:15])[N:19]=[N:20]1)[C:24]1[CH:25]=[CH:26][CH:27]=[CH:28][CH:29]=1. (5) Given the reactants Cl.Cl[CH:3]([C:8]1[C:9](=[O:17])[C:10]([OH:16])=[C:11]([CH3:15])[N:12]([CH3:14])[CH:13]=1)[C:4]([F:7])([F:6])[F:5].[CH3:18][NH2:19].O, predict the reaction product. The product is: [OH:16][C:10]1[C:9](=[O:17])[C:8]([CH:3]([NH:19][CH3:18])[C:4]([F:7])([F:6])[F:5])=[CH:13][N:12]([CH3:14])[C:11]=1[CH3:15]. (6) Given the reactants [CH3:1][O:2][C:3]1[CH:4]=[CH:5][C:6]2[N:10]3[CH2:11][C:12]4[C:17]([C:9]3=[C:8]([CH:18]=O)[C:7]=2[N:20]=1)=[CH:16][CH:15]=[CH:14][CH:13]=4.C([O-])(=O)C.[NH4+].[N+:26]([CH3:29])([O-:28])=[O:27], predict the reaction product. The product is: [CH3:1][O:2][C:3]1[CH:4]=[CH:5][C:6]2[N:10]3[CH2:11][C:12]4[C:17]([C:9]3=[C:8]([CH:18]=[CH:29][N+:26]([O-:28])=[O:27])[C:7]=2[N:20]=1)=[CH:16][CH:15]=[CH:14][CH:13]=4. (7) Given the reactants [NH2:1][C:2]1[CH:10]=[C:9]([CH3:11])[CH:8]=[CH:7][C:3]=1[C:4]([OH:6])=[O:5].[F:12][C:13]([F:18])([F:17])[CH2:14][CH:15]=O.C(O[BH-](OC(=O)C)OC(=O)C)(=O)C.[Na+], predict the reaction product. The product is: [CH3:11][C:9]1[CH:8]=[CH:7][C:3]([C:4]([OH:6])=[O:5])=[C:2]([NH:1][CH2:15][CH2:14][C:13]([F:18])([F:17])[F:12])[CH:10]=1.